This data is from Forward reaction prediction with 1.9M reactions from USPTO patents (1976-2016). The task is: Predict the product of the given reaction. (1) Given the reactants Cl[C:2]1[CH:7]=[C:6]([CH3:8])[N:5]=[C:4]([O:9][CH3:10])[N:3]=1.[CH3:11][N:12]([CH:23]1[CH2:28][CH2:27][NH:26][CH2:25][CH2:24]1)[C:13](=[O:22])[O:14][CH2:15][C:16]1[CH:21]=[CH:20][CH:19]=[CH:18][CH:17]=1.C([O-])([O-])=O.[K+].[K+], predict the reaction product. The product is: [CH3:10][O:9][C:4]1[N:3]=[C:2]([N:26]2[CH2:25][CH2:24][CH:23]([N:12]([CH3:11])[C:13](=[O:22])[O:14][CH2:15][C:16]3[CH:21]=[CH:20][CH:19]=[CH:18][CH:17]=3)[CH2:28][CH2:27]2)[CH:7]=[C:6]([CH3:8])[N:5]=1. (2) Given the reactants [CH2:1]([O:5][C:6]1[C:15]2[C:10](=[CH:11][C:12]([F:16])=[CH:13][CH:14]=2)[C:9](=[O:17])[N:8]([CH2:18][C:19]([CH3:22])([CH3:21])[CH3:20])[C:7]=1[CH2:23][NH:24]C(=O)OC(C)(C)C)[CH2:2][CH2:3][CH3:4].[ClH:32], predict the reaction product. The product is: [ClH:32].[NH2:24][CH2:23][C:7]1[N:8]([CH2:18][C:19]([CH3:20])([CH3:22])[CH3:21])[C:9](=[O:17])[C:10]2[C:15]([C:6]=1[O:5][CH2:1][CH2:2][CH2:3][CH3:4])=[CH:14][CH:13]=[C:12]([F:16])[CH:11]=2. (3) Given the reactants Cl[C:2]1[C:11]2[C:6](=[C:7]([Cl:12])[CH:8]=[CH:9][CH:10]=2)[CH:5]=[C:4]([O:13][CH:14]([CH3:16])[CH3:15])[N:3]=1.[F-:17].[Cs+], predict the reaction product. The product is: [Cl:12][C:7]1[CH:8]=[CH:9][CH:10]=[C:11]2[C:6]=1[CH:5]=[C:4]([O:13][CH:14]([CH3:16])[CH3:15])[N:3]=[C:2]2[F:17]. (4) Given the reactants [CH2:1]([O:3][C:4]([N:6]1[C:15]2[C:10](=[CH:11][C:12]([C:16]([F:19])([F:18])[F:17])=[CH:13][CH:14]=2)[C@@H:9]([C@@H:20]([C:24]2[CH:29]=[C:28]([C:30]([F:33])([F:32])[F:31])[CH:27]=[C:26]([C:34]([F:37])([F:36])[F:35])[CH:25]=2)[C:21](=O)[NH2:22])[CH2:8][C@H:7]1[CH2:38][CH3:39])=[O:5])[CH3:2].O.C(=O)([O-])[O-].[Na+].[Na+], predict the reaction product. The product is: [CH2:1]([O:3][C:4]([N:6]1[C:15]2[C:10](=[CH:11][C:12]([C:16]([F:17])([F:18])[F:19])=[CH:13][CH:14]=2)[C@@H:9]([C@@H:20]([C:24]2[CH:25]=[C:26]([C:34]([F:35])([F:36])[F:37])[CH:27]=[C:28]([C:30]([F:32])([F:31])[F:33])[CH:29]=2)[CH2:21][NH2:22])[CH2:8][C@H:7]1[CH2:38][CH3:39])=[O:5])[CH3:2]. (5) Given the reactants [OH-].[Na+].[CH3:3][CH:4]([OH:7])[CH:5]=[CH2:6].Br[CH2:9][C:10]([O:12][C:13]([CH3:16])([CH3:15])[CH3:14])=[O:11], predict the reaction product. The product is: [CH3:3][CH:4]([O:7][CH2:9][C:10]([O:12][C:13]([CH3:16])([CH3:15])[CH3:14])=[O:11])[CH:5]=[CH2:6]. (6) Given the reactants C([N:4]1[CH2:9][CH2:8][N:7]([C:10]2[N:15]=[C:14](F)[CH:13]=[C:12]([N:17]([CH3:19])[CH3:18])[N:11]=2)[CH2:6][CH2:5]1)(=O)C.[CH3:20][O-:21].[Na+].O, predict the reaction product. The product is: [CH3:19][N:17]([CH3:18])[C:12]1[CH:13]=[C:14]([O:21][CH3:20])[N:15]=[C:10]([N:7]2[CH2:6][CH2:5][NH:4][CH2:9][CH2:8]2)[N:11]=1. (7) Given the reactants C(N(CC)CC)C.C(O)=O.[O:11]1[C:20]2[C:15](=[CH:16][CH:17]=[CH:18][CH:19]=2)[C:14](=[O:21])[CH2:13][CH2:12]1, predict the reaction product. The product is: [O:11]1[C:20]2[C:15](=[CH:16][CH:17]=[CH:18][CH:19]=2)[C@H:14]([OH:21])[CH2:13][CH2:12]1.